From a dataset of Reaction yield outcomes from USPTO patents with 853,638 reactions. Predict the reaction yield, written as a fraction of the theoretical maximum amount of product (1.0 means a 100% yield; for example, 0.34 means a 34% yield). (1) The reactants are Cl[C:2]1[N:7]=[C:6]([N:8]2[C@@H:12]([C@H:13]([O:15][CH3:16])[CH3:14])[CH2:11][O:10][C:9]2=[O:17])[CH:5]=[CH:4][N:3]=1.[F-:18].[K+].CS(C)=O. The catalyst is O. The product is [F:18][C:2]1[N:7]=[C:6]([N:8]2[C@@H:12]([C@H:13]([O:15][CH3:16])[CH3:14])[CH2:11][O:10][C:9]2=[O:17])[CH:5]=[CH:4][N:3]=1. The yield is 0.860. (2) The reactants are Cl[C:2]1[N:3]([CH2:10][C@:11]([OH:36])([CH3:35])[CH2:12][N:13]2[CH2:18][CH2:17][N:16]([C:19]([O:21][CH2:22][CH:23]=[CH:24][C:25]3[CH:30]=[CH:29][C:28]([C:31]([F:34])([F:33])[F:32])=[CH:27][CH:26]=3)=[O:20])[CH2:15][CH2:14]2)[CH:4]=[C:5]([N+:7]([O-:9])=[O:8])[N:6]=1.[H-].[Na+].C(OCC)(=O)C.O. The catalyst is CN(C=O)C. The product is [CH3:35][C@@:11]1([CH2:12][N:13]2[CH2:18][CH2:17][N:16]([C:19]([O:21][CH2:22][CH:23]=[CH:24][C:25]3[CH:30]=[CH:29][C:28]([C:31]([F:34])([F:33])[F:32])=[CH:27][CH:26]=3)=[O:20])[CH2:15][CH2:14]2)[O:36][C:2]2=[N:6][C:5]([N+:7]([O-:9])=[O:8])=[CH:4][N:3]2[CH2:10]1. The yield is 0.830.